Dataset: Catalyst prediction with 721,799 reactions and 888 catalyst types from USPTO. Task: Predict which catalyst facilitates the given reaction. (1) Reactant: Br[C:2]1[CH:3]=[N:4][CH:5]=[C:6]2[C:11]=1[N:10]=[C:9]([C:12]([NH:14][CH2:15][C:16]([F:19])([F:18])[F:17])=[O:13])[CH:8]=[CH:7]2.[F:20][C:21]1[CH:22]=[C:23](B(O)O)[CH:24]=[CH:25][C:26]=1[F:27].C(=O)([O-])[O-].[Cs+].[Cs+]. Product: [F:20][C:21]1[CH:22]=[C:23]([C:2]2[CH:3]=[N:4][CH:5]=[C:6]3[C:11]=2[N:10]=[C:9]([C:12]([NH:14][CH2:15][C:16]([F:19])([F:18])[F:17])=[O:13])[CH:8]=[CH:7]3)[CH:24]=[CH:25][C:26]=1[F:27]. The catalyst class is: 688. (2) Reactant: S(Cl)(Cl)=O.[CH3:5][S:6][C:7]1[CH:12]=[CH:11][CH:10]=[CH:9][C:8]=1[C:13]1[CH:18]=[CH:17][C:16]([C:19]([OH:21])=O)=[CH:15][CH:14]=1.CC1C=CC=C(C)C=1C1C=CC(C([N:38]2[C:44]3[CH:45]=[CH:46][CH:47]=[CH:48][C:43]=3[CH2:42][N:41]3[C:49]([C:52]([NH:54][CH2:55][C:56]4[CH:57]=[N:58][CH:59]=[CH:60][CH:61]=4)=[O:53])=[CH:50][CH:51]=[C:40]3[CH2:39]2)=O)=CC=1. Product: [CH3:5][S:6][C:7]1[CH:12]=[CH:11][CH:10]=[CH:9][C:8]=1[C:13]1[CH:14]=[CH:15][C:16]([C:19]([N:38]2[C:44]3[CH:45]=[CH:46][CH:47]=[CH:48][C:43]=3[CH2:42][N:41]3[C:49]([C:52]([NH:54][CH2:55][C:56]4[CH:57]=[N:58][CH:59]=[CH:60][CH:61]=4)=[O:53])=[CH:50][CH:51]=[C:40]3[CH2:39]2)=[O:21])=[CH:17][CH:18]=1. The catalyst class is: 17. (3) Reactant: [I:1][C:2]1[C:7]([C:8]([OH:10])=O)=[C:6]([O:11][CH3:12])[N:5]=[CH:4][CH:3]=1.Cl.[C:14]1([NH:20][NH2:21])[CH:19]=[CH:18][CH:17]=[CH:16][CH:15]=1.CCN(C(C)C)C(C)C.CCN=C=NCCCN(C)C.Cl.C1C=CC2N(O)N=NC=2C=1. Product: [I:1][C:2]1[C:7]([C:8]([NH:21][NH:20][C:14]2[CH:19]=[CH:18][CH:17]=[CH:16][CH:15]=2)=[O:10])=[C:6]([O:11][CH3:12])[N:5]=[CH:4][CH:3]=1. The catalyst class is: 18. (4) Reactant: Cl[C:2]1[C:7]([C:8]#[N:9])=[CH:6][N:5]=[C:4]([S:10][CH3:11])[N:3]=1.CCN(C(C)C)C(C)C.[NH2:21][C@H:22]1[CH2:27][CH2:26][C@@H:25]([OH:28])[C:24]([CH3:30])([CH3:29])[CH2:23]1. Product: [OH:28][C@@H:25]1[CH2:26][CH2:27][C@H:22]([NH:21][C:2]2[C:7]([C:8]#[N:9])=[CH:6][N:5]=[C:4]([S:10][CH3:11])[N:3]=2)[CH2:23][C:24]1([CH3:30])[CH3:29]. The catalyst class is: 1. (5) Reactant: [CH2:1]([O:8][C:9](=[O:25])[NH:10][C@H:11]([CH2:23][OH:24])[C:12]([NH:14][C:15]1[CH:20]=[CH:19][C:18]([O:21][CH3:22])=[CH:17][CH:16]=1)=O)[C:2]1[CH:7]=[CH:6][CH:5]=[CH:4][CH:3]=1.S(N1C=CN=C1)(N1C=CN=C1)(=O)=O.[H-].[Na+].CO. Product: [CH2:1]([O:8][C:9](=[O:25])[NH:10][C@@H:11]1[CH2:12][N:14]([C:15]2[CH:20]=[CH:19][C:18]([O:21][CH3:22])=[CH:17][CH:16]=2)[C:23]1=[O:24])[C:2]1[CH:7]=[CH:6][CH:5]=[CH:4][CH:3]=1. The catalyst class is: 3. (6) Reactant: [Cl:1][C:2]1[CH:7]=[CH:6][CH:5]=[CH:4][C:3]=1[C:8]1[N:9]([CH3:21])[C:10]([C:13]([CH3:20])([CH3:19])[C:14](OCC)=[O:15])=[N:11][N:12]=1.[H-].C([Al+]CC(C)C)C(C)C. Product: [Cl:1][C:2]1[CH:7]=[CH:6][CH:5]=[CH:4][C:3]=1[C:8]1[N:9]([CH3:21])[C:10]([C:13]([CH3:19])([CH3:20])[CH:14]=[O:15])=[N:11][N:12]=1. The catalyst class is: 11. (7) Reactant: [P:1]([O-:8])([O:5][CH2:6][CH3:7])[O:2][CH2:3][CH3:4].[CH:9]([C:11]1[CH:16]=[CH:15][C:14]([C:17]([O:19][CH3:20])=[O:18])=[CH:13][CH:12]=1)=[O:10].[F-].[K+]. Product: [CH2:3]([O:2][P:1]([CH:9]([OH:10])[C:11]1[CH:12]=[CH:13][C:14]([C:17]([O:19][CH3:20])=[O:18])=[CH:15][CH:16]=1)([O:5][CH2:6][CH3:7])=[O:8])[CH3:4]. The catalyst class is: 22.